From a dataset of Catalyst prediction with 721,799 reactions and 888 catalyst types from USPTO. Predict which catalyst facilitates the given reaction. (1) Product: [C:5]([O:4][C:3](=[O:9])[N:2]([C:59]1[N:64]=[C:63]([N:65]2[CH2:70][CH2:69][CH:68]([N:71]3[C:79]4[C:74](=[N:75][CH:76]=[CH:77][CH:78]=4)[NH:73][C:72]3=[O:80])[CH2:67][CH2:66]2)[CH:62]=[C:61]([C:81]([C:83]2[CH:93]=[C:92]([CH3:94])[C:86]3[N:87]([CH3:91])[C:88](=[O:90])[O:89][C:85]=3[CH:84]=2)=[O:82])[CH:60]=1)[CH3:1])([CH3:8])([CH3:7])[CH3:6]. Reactant: [CH3:1][NH:2][C:3](=[O:9])[O:4][C:5]([CH3:8])([CH3:7])[CH3:6].CC1(C)C2C(=C(P(C3C=CC=CC=3)C3C=CC=CC=3)C=CC=2)OC2C(P(C3C=CC=CC=3)C3C=CC=CC=3)=CC=CC1=2.C(=O)([O-])[O-].[Cs+].[Cs+].Cl[C:59]1[N:64]=[C:63]([N:65]2[CH2:70][CH2:69][CH:68]([N:71]3[C:79]4[C:74](=[N:75][CH:76]=[CH:77][CH:78]=4)[NH:73][C:72]3=[O:80])[CH2:67][CH2:66]2)[CH:62]=[C:61]([C:81]([C:83]2[CH:93]=[C:92]([CH3:94])[C:86]3[N:87]([CH3:91])[C:88](=[O:90])[O:89][C:85]=3[CH:84]=2)=[O:82])[CH:60]=1. The catalyst class is: 62. (2) Reactant: Br[C:2]1[CH:9]=[CH:8][C:7]([O:10][CH3:11])=[CH:6][C:3]=1[C:4]#[N:5].CC1(C)C(C)(C)OB([C:20]2[CH:26]=[CH:25][CH:24]=[CH:23][C:21]=2[NH2:22])O1.O.P([O-])([O-])([O-])=O.[K+].[K+].[K+].C1(C)C=CC=CC=1. Product: [CH3:11][O:10][C:7]1[CH:8]=[CH:9][C:2]2[C:3](=[C:4]([NH2:5])[N:22]=[C:21]3[C:20]=2[CH:26]=[CH:25][CH:24]=[CH:23]3)[CH:6]=1. The catalyst class is: 189. (3) Reactant: Cl[C:2]1[C:3](=[O:24])[C:4](=[O:23])[C:5]=1[NH:6][C:7]1[CH:12]=[CH:11][CH:10]=[C:9]([C:13]([N:15]2[CH2:20][CH2:19][N:18]([CH3:21])[CH2:17][CH2:16]2)=[O:14])[C:8]=1[OH:22].[F:25][C:26]1[CH:32]=[CH:31][C:29]([NH2:30])=[CH:28][CH:27]=1. Product: [OH:22][C:8]1[C:9]([C:13]([N:15]2[CH2:20][CH2:19][N:18]([CH3:21])[CH2:17][CH2:16]2)=[O:14])=[CH:10][CH:11]=[CH:12][C:7]=1[NH:6][C:5]1[C:4](=[O:23])[C:3](=[O:24])[C:2]=1[NH:30][C:29]1[CH:31]=[CH:32][C:26]([F:25])=[CH:27][CH:28]=1. The catalyst class is: 16. (4) The catalyst class is: 101. Product: [F:67][C:65]1[CH:64]=[C:63]([F:68])[CH:62]=[C:61]2[C:66]=1[C:57]([NH:35][C:36]1[CH:41]=[C:40]([N:42]3[CH2:47][CH2:46][O:45][CH2:44][CH2:43]3)[N:39]=[CH:38][C:37]=1[C:48]1[CH:49]=[C:50]([CH:53]=[CH:54][CH:55]=1)[C:51]#[N:52])=[C:58]([CH3:75])[C:59]([N:69]1[CH2:73][CH2:72][CH2:71][C:70]1=[O:74])=[N:60]2. Reactant: C1(P(C2CCCCC2)C2C=CC=CC=2C2C(C(C)C)=CC(C(C)C)=CC=2C(C)C)CCCCC1.[NH2:35][C:36]1[CH:41]=[C:40]([N:42]2[CH2:47][CH2:46][O:45][CH2:44][CH2:43]2)[N:39]=[CH:38][C:37]=1[C:48]1[CH:49]=[C:50]([CH:53]=[CH:54][CH:55]=1)[C:51]#[N:52].Cl[C:57]1[C:66]2[C:61](=[CH:62][C:63]([F:68])=[CH:64][C:65]=2[F:67])[N:60]=[C:59]([N:69]2[CH2:73][CH2:72][CH2:71][C:70]2=[O:74])[C:58]=1[CH3:75].CC(C)([O-])C.[Na+]. (5) Reactant: C(OC(=O)[NH:7][C:8]1[CH:13]=[C:12]([O:14][CH3:15])[CH:11]=[CH:10][C:9]=1[CH2:16][C:17](=O)[CH2:18][CH3:19])(C)(C)C.C(O)(C(F)(F)F)=O. Product: [CH2:18]([C:17]1[NH:7][C:8]2[C:9]([CH:16]=1)=[CH:10][CH:11]=[C:12]([O:14][CH3:15])[CH:13]=2)[CH3:19]. The catalyst class is: 1. (6) Product: [CH3:1][O:2][C:3](=[O:39])[CH2:4][C@H:5]1[CH2:10][C@@H:9]([CH2:11][CH2:12][C:13]2[N:14]([CH:34]([CH3:35])[CH3:36])[C:15]([C:31](=[O:33])[N:32]([C:50]3[CH:49]=[CH:62][CH:61]=[CH:52][N:51]=3)[C:41]3[CH:46]=[CH:45][CH:44]=[CH:43][N:42]=3)=[C:16]([C:25]3[CH:30]=[CH:29][CH:28]=[CH:27][CH:26]=3)[C:17]=2[C:18]2[CH:23]=[CH:22][C:21]([F:24])=[CH:20][CH:19]=2)[O:8][C:7]([CH3:37])([CH3:38])[O:6]1. Reactant: [CH3:1][O:2][C:3](=[O:39])[CH2:4][C@H:5]1[CH2:10][C@@H:9]([CH2:11][CH2:12][C:13]2[N:14]([CH:34]([CH3:36])[CH3:35])[C:15]([C:31](=[O:33])[NH2:32])=[C:16]([C:25]3[CH:30]=[CH:29][CH:28]=[CH:27][CH:26]=3)[C:17]=2[C:18]2[CH:23]=[CH:22][C:21]([F:24])=[CH:20][CH:19]=2)[O:8][C:7]([CH3:38])([CH3:37])[O:6]1.I[C:41]1[CH:46]=[CH:45][CH:44]=[CH:43][N:42]=1.CN[CH2:49][CH2:50][NH:51][CH3:52].[O-]P([O-])([O-])=O.[K+].[K+].[K+].[CH3:61][CH2:62]OC(C)=O. The catalyst class is: 471. (7) Reactant: [Cl-].[C:2]([C:6]1[CH:11]=[CH:10][C:9]([I+:12][C:13]2[CH:18]=[CH:17][C:16]([C:19]([CH3:22])([CH3:21])[CH3:20])=[CH:15][CH:14]=2)=[CH:8][CH:7]=1)([CH3:5])([CH3:4])[CH3:3].[C:23]1([CH3:34])[CH:28]=[CH:27][C:26]([S:29]([O:32]C)(=[O:31])=[O:30])=[CH:25][CH:24]=1. Product: [C:23]1([CH3:34])[CH:24]=[CH:25][C:26]([S:29]([O-:32])(=[O:30])=[O:31])=[CH:27][CH:28]=1.[C:19]([C:16]1[CH:17]=[CH:18][C:13]([I+:12][C:9]2[CH:8]=[CH:7][C:6]([C:2]([CH3:5])([CH3:4])[CH3:3])=[CH:11][CH:10]=2)=[CH:14][CH:15]=1)([CH3:22])([CH3:21])[CH3:20]. The catalyst class is: 310. (8) Reactant: [F:1][C:2]([F:34])([F:33])[CH2:3][CH2:4][CH:5]([NH:23][C:24]1[CH:32]=[CH:31][C:27]([C:28](O)=[O:29])=[CH:26][CH:25]=1)[C:6]1[CH:11]=[CH:10][C:9]([C:12]2[N:17]=[CH:16][C:15]([C:18]([F:21])([F:20])[F:19])=[CH:14][N:13]=2)=[CH:8][C:7]=1[CH3:22].[NH:35]1[CH2:40][CH2:39][CH2:38][C@@H:37]([C:41]([O:43][CH2:44][CH3:45])=[O:42])[CH2:36]1.ON1C2C=CC=CC=2N=N1.Cl.C(N=C=NCCCN(C)C)C.C(N(C(C)C)CC)(C)C. Product: [F:34][C:2]([F:1])([F:33])[CH2:3][CH2:4][CH:5]([NH:23][C:24]1[CH:25]=[CH:26][C:27]([C:28]([N:35]2[CH2:40][CH2:39][CH2:38][C@@H:37]([C:41]([O:43][CH2:44][CH3:45])=[O:42])[CH2:36]2)=[O:29])=[CH:31][CH:32]=1)[C:6]1[CH:11]=[CH:10][C:9]([C:12]2[N:13]=[CH:14][C:15]([C:18]([F:21])([F:19])[F:20])=[CH:16][N:17]=2)=[CH:8][C:7]=1[CH3:22]. The catalyst class is: 35. (9) Reactant: C1CN([P+](ON2N=NC3C=CC=CC2=3)(N2CCCC2)N2CCCC2)CC1.F[P-](F)(F)(F)(F)F.C(N(CC)C(C)C)(C)C.[Cl:43][C:44]1[CH:45]=[CH:46][C:47]2[N:53]3[C:54]([CH:57]([CH3:59])[CH3:58])=[N:55][N:56]=[C:52]3[CH:51]([CH2:60][C:61]([OH:63])=O)[O:50][CH:49]([C:64]3[CH:69]=[CH:68][CH:67]=[C:66]([O:70][CH3:71])[C:65]=3[O:72][CH3:73])[C:48]=2[CH:74]=1.[C:75]([N:78]1[CH2:83][CH2:82][NH:81][CH2:80][CH2:79]1)(=[O:77])[CH3:76]. Product: [C:75]([N:78]1[CH2:83][CH2:82][N:81]([C:61](=[O:63])[CH2:60][CH:51]2[O:50][CH:49]([C:64]3[CH:69]=[CH:68][CH:67]=[C:66]([O:70][CH3:71])[C:65]=3[O:72][CH3:73])[C:48]3[CH:74]=[C:44]([Cl:43])[CH:45]=[CH:46][C:47]=3[N:53]3[C:54]([CH:57]([CH3:58])[CH3:59])=[N:55][N:56]=[C:52]23)[CH2:80][CH2:79]1)(=[O:77])[CH3:76]. The catalyst class is: 7. (10) Reactant: [CH2:1]([N:8]1[C:12]2[CH:13]=[CH:14][CH:15]=[CH:16][C:11]=2[N:10](/C(/C)=C\SC)[C:9]1=[O:22])[C:2]1[CH:7]=[CH:6][CH:5]=[CH:4][CH:3]=1.CO.O.C(S(O)(=O)=O)(F)(F)F. Product: [CH2:1]([N:8]1[C:12]2[CH:13]=[CH:14][CH:15]=[CH:16][C:11]=2[NH:10][C:9]1=[O:22])[C:2]1[CH:3]=[CH:4][CH:5]=[CH:6][CH:7]=1. The catalyst class is: 6.